The task is: Predict the reactants needed to synthesize the given product.. This data is from Full USPTO retrosynthesis dataset with 1.9M reactions from patents (1976-2016). The reactants are: Cl.[CH2:2]([O:4][C:5](=[O:34])[CH2:6][C:7]1[CH:8]=[C:9]([C:15]2[CH:20]=[CH:19][C:18]([C:21]3[CH:22]=[N:23][C:24]([O:27][CH2:28][CH3:29])=[CH:25][CH:26]=3)=[CH:17][C:16]=2[CH2:30][NH:31][CH2:32][CH3:33])[C:10]([O:13][CH3:14])=[CH:11][CH:12]=1)[CH3:3].[C:35](Cl)(=[O:42])[C:36]1[CH:41]=[CH:40][CH:39]=[CH:38][CH:37]=1. Given the product [CH2:2]([O:4][C:5](=[O:34])[CH2:6][C:7]1[CH:8]=[C:9]([C:15]2[CH:20]=[CH:19][C:18]([C:21]3[CH:22]=[N:23][C:24]([O:27][CH2:28][CH3:29])=[CH:25][CH:26]=3)=[CH:17][C:16]=2[CH2:30][N:31]([C:35](=[O:42])[C:36]2[CH:41]=[CH:40][CH:39]=[CH:38][CH:37]=2)[CH2:32][CH3:33])[C:10]([O:13][CH3:14])=[CH:11][CH:12]=1)[CH3:3], predict the reactants needed to synthesize it.